Dataset: Forward reaction prediction with 1.9M reactions from USPTO patents (1976-2016). Task: Predict the product of the given reaction. (1) The product is: [C:1]([O:5][C:6](=[O:20])[NH:7][C@H:8]([C:11]1[CH:16]=[CH:15][C:14]([O:17][CH2:24][CH:23]([CH2:26][CH3:27])[CH2:21][CH3:22])=[CH:13][C:12]=1[O:18][CH3:19])[CH2:9][OH:10])([CH3:4])([CH3:3])[CH3:2]. Given the reactants [C:1]([O:5][C:6](=[O:20])[NH:7][C@H:8]([C:11]1[CH:16]=[CH:15][C:14]([OH:17])=[CH:13][C:12]=1[O:18][CH3:19])[CH2:9][OH:10])([CH3:4])([CH3:3])[CH3:2].[CH2:21]([CH:23]([CH2:26][CH3:27])[CH2:24]Br)[CH3:22].C([O-])([O-])=O.[K+].[K+], predict the reaction product. (2) Given the reactants [N:1]1[CH:6]=[CH:5][CH:4]=[CH:3][C:2]=1[CH:7]=[O:8].CCCC[N+](CCCC)(CCCC)CCCC.[F-].[F:27][C:28]([Si](C)(C)C)([F:30])[F:29], predict the reaction product. The product is: [F:27][C:28]([F:30])([F:29])[CH2:7][OH:8].[N:1]1[CH:6]=[CH:5][CH:4]=[CH:3][CH:2]=1. (3) Given the reactants [CH:1]1([C:4]2[C:5]3[N:6]([CH:20]=[CH:21][N:22]=3)[CH:7]=[C:8]([C:10]3[CH:15]=[CH:14][C:13]([C:16]([F:19])([F:18])[F:17])=[CH:12][CH:11]=3)[CH:9]=2)[CH2:3][CH2:2]1.[I:23]Cl, predict the reaction product. The product is: [CH:1]1([C:4]2[C:5]3[N:6]([C:20]([I:23])=[CH:21][N:22]=3)[CH:7]=[C:8]([C:10]3[CH:11]=[CH:12][C:13]([C:16]([F:18])([F:17])[F:19])=[CH:14][CH:15]=3)[CH:9]=2)[CH2:2][CH2:3]1. (4) Given the reactants [Cl:1][C:2]1[CH:9]=[CH:8][C:5]([CH2:6][NH2:7])=[CH:4][CH:3]=1.CN(C(ON1N=NC2C=CC=NC1=2)=[N+](C)C)C.F[P-](F)(F)(F)(F)F.CCN(C(C)C)C(C)C.[Cl:43][C:44]1[CH:45]=[C:46]2[C:51](=[CH:52][C:53]=1[C:54](O)=[O:55])[NH:50][C:49](=[S:57])[N:48]([C:58]1[CH:63]=[CH:62][C:61]([O:64][CH3:65])=[C:60]([O:66][CH3:67])[N:59]=1)[C:47]2=[O:68], predict the reaction product. The product is: [Cl:43][C:44]1[CH:45]=[C:46]2[C:51](=[CH:52][C:53]=1[C:54]([NH:7][CH2:6][C:5]1[CH:8]=[CH:9][C:2]([Cl:1])=[CH:3][CH:4]=1)=[O:55])[NH:50][C:49](=[S:57])[N:48]([C:58]1[CH:63]=[CH:62][C:61]([O:64][CH3:65])=[C:60]([O:66][CH3:67])[N:59]=1)[C:47]2=[O:68]. (5) Given the reactants [CH:1]([O:3][CH2:4][C:5]1[CH:10]=[CH:9][CH:8]=[CH:7][CH:6]=1)=[O:2].C(O)(=O)[CH2:12][CH2:13][C:14]([OH:16])=[O:15], predict the reaction product. The product is: [CH2:4]([O:3][C:1](=[O:2])[CH2:12][CH2:13][C:14]([OH:16])=[O:15])[C:5]1[CH:10]=[CH:9][CH:8]=[CH:7][CH:6]=1.